The task is: Predict the product of the given reaction.. This data is from Forward reaction prediction with 1.9M reactions from USPTO patents (1976-2016). (1) Given the reactants CC(C)N=C=NC(C)C.[Cl:10][C:11]1[CH:24]=[CH:23][C:14]([CH2:15][NH:16][C:17](=[O:22])[C:18]([CH3:21])([CH3:20])[CH3:19])=[CH:13][C:12]=1[NH:25][C:26]([NH:28][C:29]1[CH:34]=[C:33]([N:35]2[CH2:40][CH2:39][CH:38]([C:41]([F:44])([F:43])[F:42])[CH2:37][CH2:36]2)[CH:32]=[CH:31][C:30]=1[NH:45][CH3:46])=S, predict the reaction product. The product is: [Cl:10][C:11]1[CH:24]=[CH:23][C:14]([CH2:15][NH:16][C:17](=[O:22])[C:18]([CH3:21])([CH3:20])[CH3:19])=[CH:13][C:12]=1[NH:25][CH:26]1[NH:28][C:29]2[CH:34]=[C:33]([N:35]3[CH2:40][CH2:39][CH:38]([C:41]([F:44])([F:43])[F:42])[CH2:37][CH2:36]3)[CH:32]=[CH:31][C:30]=2[N:45]1[CH3:46]. (2) The product is: [F:26][C:2]([F:1])([F:27])[S:3]([O:6][C:7]1[CH:16]=[C:15]2[C:10]([CH:11]([C:18]3[CH:23]=[CH:22][C:21]([Cl:24])=[C:20]([Cl:25])[CH:19]=3)[CH2:12][NH:13][CH2:14]2)=[CH:9][CH:8]=1)(=[O:4])=[O:5]. Given the reactants [F:1][C:2]([F:27])([F:26])[S:3]([O:6][C:7]1[CH:16]=[C:15]2[C:10]([CH:11]([C:18]3[CH:23]=[CH:22][C:21]([Cl:24])=[C:20]([Cl:25])[CH:19]=3)[CH2:12][N:13](C)[CH2:14]2)=[CH:9][CH:8]=1)(=[O:5])=[O:4].CN(C)C1C2C(=CC=CC=2N(C)C)C=CC=1.ClC(OC(Cl)C)=O, predict the reaction product. (3) Given the reactants [Cl:1][C:2]1[C:7]([C:8]2[CH:13]=[CH:12][CH:11]=[CH:10][CH:9]=2)=[N:6][N:5]=[C:4]2[N:14]([CH2:24][C:25]([OH:27])=O)[N:15]=[C:16]([C:17]3[CH:22]=[CH:21][C:20]([F:23])=[CH:19][CH:18]=3)[C:3]=12.[NH:28]1[CH2:33][CH2:32][O:31][CH2:30][CH2:29]1.C(N(C(C)C)CC)(C)C.F[P-](F)(F)(F)(F)F.N1(OC(N(C)C)=[N+](C)C)C2N=CC=CC=2N=N1, predict the reaction product. The product is: [Cl:1][C:2]1[C:7]([C:8]2[CH:13]=[CH:12][CH:11]=[CH:10][CH:9]=2)=[N:6][N:5]=[C:4]2[N:14]([CH2:24][C:25]([N:28]3[CH2:33][CH2:32][O:31][CH2:30][CH2:29]3)=[O:27])[N:15]=[C:16]([C:17]3[CH:22]=[CH:21][C:20]([F:23])=[CH:19][CH:18]=3)[C:3]=12. (4) Given the reactants C([Li])CCC.[CH2:6]([Cl:8])[Cl:7].[CH2:9]([N:16]([CH2:28][C:29]1[CH:34]=[CH:33][CH:32]=[CH:31][CH:30]=1)[C@H:17]([C:25](O)=[O:26])[CH2:18][C:19]1[CH:24]=[CH:23][CH:22]=[CH:21][CH:20]=1)[C:10]1[CH:15]=[CH:14][CH:13]=[CH:12][CH:11]=1.Cl, predict the reaction product. The product is: [Cl:7][CH:6]([Cl:8])[C:25](=[O:26])[C@@H:17]([N:16]([CH2:9][C:10]1[CH:11]=[CH:12][CH:13]=[CH:14][CH:15]=1)[CH2:28][C:29]1[CH:30]=[CH:31][CH:32]=[CH:33][CH:34]=1)[CH2:18][C:19]1[CH:24]=[CH:23][CH:22]=[CH:21][CH:20]=1.